Dataset: Catalyst prediction with 721,799 reactions and 888 catalyst types from USPTO. Task: Predict which catalyst facilitates the given reaction. (1) Reactant: [C:1]([NH:5][C:6]1[N:14]=[C:13]([C:15]([F:18])([F:17])[F:16])[CH:12]=[CH:11][C:7]=1[C:8]([OH:10])=O)([CH3:4])([CH3:3])[CH3:2].CCN=C=NCCCN(C)C.C1C=CC2N(O)N=NC=2C=1.CCN(C(C)C)C(C)C.[CH3:49][C:50]([NH2:54])([C:52]#[CH:53])[CH3:51]. Product: [C:1]([NH:5][C:6]1[N:14]=[C:13]([C:15]([F:18])([F:17])[F:16])[CH:12]=[CH:11][C:7]=1[C:8]([NH:54][C:50]([CH3:51])([C:52]#[CH:53])[CH3:49])=[O:10])([CH3:2])([CH3:3])[CH3:4]. The catalyst class is: 2. (2) Reactant: [C:1]1(=[N:13][OH:14])[CH2:12][CH2:11][CH2:10][CH2:9][CH2:8][CH2:7][CH2:6][CH2:5][CH2:4][CH2:3][CH2:2]1.[N:15]1[C:22](Cl)=[N:21][C:19](Cl)=[N:18][C:16]=1Cl. Product: [C:1]1(=[N:13][O:14][C:16]2[N:18]=[C:19]([O:14][N:13]=[C:1]3[CH2:12][CH2:11][CH2:10][CH2:9][CH2:8][CH2:7][CH2:6][CH2:5][CH2:4][CH2:3][CH2:2]3)[N:21]=[C:22]([O:14][N:13]=[C:1]3[CH2:12][CH2:11][CH2:10][CH2:9][CH2:8][CH2:7][CH2:6][CH2:5][CH2:4][CH2:3][CH2:2]3)[N:15]=2)[CH2:12][CH2:11][CH2:10][CH2:9][CH2:8][CH2:7][CH2:6][CH2:5][CH2:4][CH2:3][CH2:2]1. The catalyst class is: 17. (3) Reactant: Br[C:2]1[CH:7]=[CH:6][C:5]([C:8](=[O:24])[CH2:9][CH:10]([CH2:16][CH2:17][C:18]2[CH:23]=[CH:22][CH:21]=[CH:20][CH:19]=2)[C:11]([O:13][CH2:14][CH3:15])=[O:12])=[CH:4][CH:3]=1.[N+:25]([C:28]1[CH:33]=[CH:32][C:31](B(O)O)=[CH:30][CH:29]=1)([O-:27])=[O:26].C1(C)C=CC=CC=1.C(=O)([O-])[O-].[Na+].[Na+]. Product: [N+:25]([C:28]1[CH:33]=[CH:32][C:31]([C:2]2[CH:7]=[CH:6][C:5]([C:8](=[O:24])[CH2:9][CH:10]([CH2:16][CH2:17][C:18]3[CH:23]=[CH:22][CH:21]=[CH:20][CH:19]=3)[C:11]([O:13][CH2:14][CH3:15])=[O:12])=[CH:4][CH:3]=2)=[CH:30][CH:29]=1)([O-:27])=[O:26]. The catalyst class is: 12. (4) Reactant: [CH3:1][O:2][C:3]1[C:8]([O:9][CH3:10])=[C:7]([O:11][CH3:12])[CH:6]=[C:5]([CH3:13])[C:4]=1Br.BrCCBr.[Br:19][C:20]1[CH:21]=[CH:22][C:23]([O:29][CH3:30])=[C:24]([C:27]=1[CH3:28])[CH:25]=[O:26].O. Product: [Br:19][C:20]1[CH:21]=[CH:22][C:23]([O:29][CH3:30])=[C:24]([C:27]=1[CH3:28])[CH:25]([OH:26])[C:4]1[C:5]([CH3:13])=[CH:6][C:7]([O:11][CH3:12])=[C:8]([O:9][CH3:10])[C:3]=1[O:2][CH3:1]. The catalyst class is: 7. (5) Reactant: C1(C[N:8]2[CH2:26][CH2:25][C:11]3([CH2:16][CH2:15][N:14]([CH2:17][C:18]([O:20][C:21]([CH3:24])([CH3:23])[CH3:22])=[O:19])[CH2:13][CH2:12]3)[CH2:10][CH2:9]2)C=CC=CC=1.C(O)(=O)C. Product: [CH2:16]1[C:11]2([CH2:25][CH2:26][NH:8][CH2:9][CH2:10]2)[CH2:12][CH2:13][N:14]([CH2:17][C:18]([O:20][C:21]([CH3:24])([CH3:23])[CH3:22])=[O:19])[CH2:15]1. The catalyst class is: 8. (6) Reactant: [F:1][C:2]([F:8])([F:7])[C:3]1([NH2:6])[CH2:5][CH2:4]1.C(N(C(C)C)CC)(C)C.[C:18]1(=[O:24])[O:23][C:21](=[O:22])[CH2:20][CH2:19]1. Product: [O:24]=[C:18]([NH:6][C:3]1([C:2]([F:8])([F:7])[F:1])[CH2:5][CH2:4]1)[CH2:19][CH2:20][C:21]([OH:23])=[O:22]. The catalyst class is: 12. (7) Reactant: [F:1][C:2]([F:32])([F:31])[C:3]1[CH:4]=[C:5]([C:9]2[CH:30]=[CH:29][C:12]3[NH:13][C:14]([NH:16][C:17]([C:19]4[N:20]=[C:21]5[CH:26]=[CH:25][C:24](Cl)=[N:23][N:22]5[CH:28]=4)=[O:18])=[N:15][C:11]=3[CH:10]=2)[CH:6]=[CH:7][CH:8]=1.[N:33]1([CH2:39][CH2:40][OH:41])[CH2:38][CH2:37][O:36][CH2:35][CH2:34]1.[H-].[Na+].O. Product: [F:1][C:2]([F:32])([F:31])[C:3]1[CH:4]=[C:5]([C:9]2[CH:30]=[CH:29][C:12]3[NH:13][C:14]([NH:16][C:17]([C:19]4[N:20]=[C:21]5[CH:26]=[CH:25][C:24]([O:41][CH2:40][CH2:39][N:33]6[CH2:38][CH2:37][O:36][CH2:35][CH2:34]6)=[N:23][N:22]5[CH:28]=4)=[O:18])=[N:15][C:11]=3[CH:10]=2)[CH:6]=[CH:7][CH:8]=1. The catalyst class is: 3. (8) The catalyst class is: 7. Reactant: C([SiH2][O:6][C:7](C)(C)[C:8]1[O:12][C:11]([CH2:13][O:14][C:15]([C:28]2[CH:33]=[CH:32][CH:31]=[CH:30][CH:29]=2)([C:22]2[CH:27]=[CH:26][CH:25]=[CH:24][CH:23]=2)[C:16]2[CH:21]=[CH:20][CH:19]=[CH:18][CH:17]=2)=[N:10][C:9]=1[CH3:34])(C)(C)C.[F-].C([N+](CCCC)(CCCC)CCCC)CCC.[Cl-].[NH4+]. Product: [OH:6][CH2:7][C:8]1[O:12][C:11]([CH2:13][O:14][C:15]([C:22]2[CH:27]=[CH:26][CH:25]=[CH:24][CH:23]=2)([C:16]2[CH:17]=[CH:18][CH:19]=[CH:20][CH:21]=2)[C:28]2[CH:33]=[CH:32][CH:31]=[CH:30][CH:29]=2)=[N:10][C:9]=1[CH3:34]. (9) Reactant: [Br:1][C:2]1[CH:9]=[CH:8][C:5]([CH2:6]Br)=[CH:4][CH:3]=1.[CH3:10][S:11]([O-:13])=[O:12].[Na+].O. Product: [Br:1][C:2]1[CH:9]=[CH:8][C:5]([CH2:6][S:11]([CH3:10])(=[O:13])=[O:12])=[CH:4][CH:3]=1. The catalyst class is: 9.